This data is from Forward reaction prediction with 1.9M reactions from USPTO patents (1976-2016). The task is: Predict the product of the given reaction. (1) The product is: [CH3:6][C:5]([C:38]([OH:40])=[O:39])([C:7]1[CH:12]=[CH:11][C:10]([CH:13]([OH:37])[CH2:14][CH2:15][CH2:16][N:17]2[CH2:18][CH2:19][CH:20]([C:23]([OH:36])([C:24]3[CH:29]=[CH:28][CH:27]=[CH:26][CH:25]=3)[C:30]3[CH:31]=[CH:32][CH:33]=[CH:34][CH:35]=3)[CH2:21][CH2:22]2)=[CH:9][CH:8]=1)[CH3:4].[ClH:3]. Given the reactants CO.[ClH:3].[CH3:4][C:5]([C:38]([OH:40])=[O:39])([C:7]1[CH:8]=[CH:9][C:10]([CH:13]([OH:37])[CH2:14][CH2:15][CH2:16][N:17]2[CH2:22][CH2:21][CH:20]([C:23]([OH:36])([C:30]3[CH:31]=[CH:32][CH:33]=[CH:34][CH:35]=3)[C:24]3[CH:25]=[CH:26][CH:27]=[CH:28][CH:29]=3)[CH2:19][CH2:18]2)=[CH:11][CH:12]=1)[CH3:6], predict the reaction product. (2) Given the reactants [Cl:1][C:2]1[C:34]([CH3:35])=[CH:33][C:5]([O:6][CH2:7][CH2:8][CH2:9][C:10]2[C:18]3[C:13](=[C:14]([C:19]4[C:20]([CH3:26])=[N:21][N:22]([CH3:25])[C:23]=4[CH3:24])[CH:15]=[CH:16][CH:17]=3)[N:12]([CH2:27][CH2:28][C:29](O)=[O:30])[C:11]=2[CH3:32])=[CH:4][C:3]=1[CH3:36].[N:37]1[CH:42]=[CH:41][C:40]([S:43]([NH2:46])(=[O:45])=[O:44])=[CH:39][CH:38]=1, predict the reaction product. The product is: [Cl:1][C:2]1[C:3]([CH3:36])=[CH:4][C:5]([O:6][CH2:7][CH2:8][CH2:9][C:10]2[C:18]3[C:13](=[C:14]([C:19]4[C:20]([CH3:26])=[N:21][N:22]([CH3:25])[C:23]=4[CH3:24])[CH:15]=[CH:16][CH:17]=3)[N:12]([CH2:27][CH2:28][C:29]([NH:46][S:43]([C:40]3[CH:41]=[CH:42][N:37]=[CH:38][CH:39]=3)(=[O:45])=[O:44])=[O:30])[C:11]=2[CH3:32])=[CH:33][C:34]=1[CH3:35]. (3) Given the reactants [CH2:1]([O:8][C:9]([C@@H:11]1[CH2:15][C@H:14]([NH:16][C:17]([O:19][CH2:20][CH:21]2[C:33]3[CH:32]=[CH:31][CH:30]=[CH:29][C:28]=3[C:27]3[C:22]2=[CH:23][CH:24]=[CH:25][CH:26]=3)=[O:18])[CH2:13][NH:12]1)=[O:10])[C:2]1[CH:7]=[CH:6][CH:5]=[CH:4][CH:3]=1.CCN(CC)CC.[N:41]([C:44]1[C:52]2[C:47](=[CH:48][CH:49]=[CH:50][CH:51]=2)[N:46]([C:53]([NH2:55])=[O:54])[CH:45]=1)=[C:42]=[O:43].O, predict the reaction product. The product is: [CH2:1]([O:8][C:9]([C@@H:11]1[CH2:15][C@H:14]([NH:16][C:17]([O:19][CH2:20][CH:21]2[C:33]3[CH:32]=[CH:31][CH:30]=[CH:29][C:28]=3[C:27]3[C:22]2=[CH:23][CH:24]=[CH:25][CH:26]=3)=[O:18])[CH2:13][N:12]1[C:42](=[O:43])[NH:41][C:44]1[C:52]2[C:47](=[CH:48][CH:49]=[CH:50][CH:51]=2)[N:46]([C:53](=[O:54])[NH2:55])[CH:45]=1)=[O:10])[C:2]1[CH:3]=[CH:4][CH:5]=[CH:6][CH:7]=1. (4) Given the reactants [F:1][C:2]1[CH:7]=[CH:6][C:5](B2OC(C)(C)C(C)(C)O2)=[CH:4][C:3]=1[C:17]([F:20])([F:19])[F:18].Cl[C:22]1[CH:27]=[N:26][NH:25][C:24](=[O:28])[CH:23]=1, predict the reaction product. The product is: [F:1][C:2]1[CH:7]=[CH:6][C:5]([C:22]2[CH:27]=[N:26][NH:25][C:24](=[O:28])[CH:23]=2)=[CH:4][C:3]=1[C:17]([F:18])([F:19])[F:20].